Dataset: Reaction yield outcomes from USPTO patents with 853,638 reactions. Task: Predict the reaction yield, written as a fraction of the theoretical maximum amount of product (1.0 means a 100% yield; for example, 0.34 means a 34% yield). The reactants are [CH3:1][N:2]1[CH2:7][CH2:6][CH2:5][CH:4]([CH2:8][O:9][C:10]2[CH:15]=[CH:14][C:13]([NH2:16])=[CH:12][CH:11]=2)[CH2:3]1.[F:17][C:18]1[CH:26]=[CH:25][CH:24]=[C:23]2[C:19]=1[C:20](=[CH:28]O)[C:21](=[O:27])[NH:22]2. No catalyst specified. The product is [F:17][C:18]1[CH:26]=[CH:25][CH:24]=[C:23]2[C:19]=1[C:20](=[CH:28][NH:16][C:13]1[CH:12]=[CH:11][C:10]([O:9][CH2:8][CH:4]3[CH2:5][CH2:6][CH2:7][N:2]([CH3:1])[CH2:3]3)=[CH:15][CH:14]=1)[C:21](=[O:27])[NH:22]2. The yield is 0.680.